The task is: Predict which catalyst facilitates the given reaction.. This data is from Catalyst prediction with 721,799 reactions and 888 catalyst types from USPTO. Reactant: [Si:1]([O:18][CH2:19][C@@H:20]([N:23]1[C@H:28]([C:29]2[CH:34]=[CH:33][C:32]([Cl:35])=[CH:31][CH:30]=2)[C@@H:27]([C:36]2[CH:41]=[CH:40][CH:39]=[C:38]([Cl:42])[CH:37]=2)[CH2:26][C@@H:25]([CH2:43][C:44]([O:46][CH3:47])=[O:45])[C:24]1=[O:48])[CH2:21][CH3:22])([C:14]([CH3:17])([CH3:16])[CH3:15])([C:8]1[CH:13]=[CH:12][CH:11]=[CH:10][CH:9]=1)[C:2]1[CH:7]=[CH:6][CH:5]=[CH:4][CH:3]=1.[CH3:49]N(P(N(C)C)(N(C)C)=O)C.[Li+].C[Si]([N-][Si](C)(C)C)(C)C.IC. Product: [Si:1]([O:18][CH2:19][C@@H:20]([N:23]1[C@H:28]([C:29]2[CH:30]=[CH:31][C:32]([Cl:35])=[CH:33][CH:34]=2)[C@@H:27]([C:36]2[CH:41]=[CH:40][CH:39]=[C:38]([Cl:42])[CH:37]=2)[CH2:26][C@@H:25]([CH:43]([CH3:49])[C:44]([O:46][CH3:47])=[O:45])[C:24]1=[O:48])[CH2:21][CH3:22])([C:14]([CH3:15])([CH3:17])[CH3:16])([C:8]1[CH:13]=[CH:12][CH:11]=[CH:10][CH:9]=1)[C:2]1[CH:3]=[CH:4][CH:5]=[CH:6][CH:7]=1. The catalyst class is: 182.